This data is from Reaction yield outcomes from USPTO patents with 853,638 reactions. The task is: Predict the reaction yield, written as a fraction of the theoretical maximum amount of product (1.0 means a 100% yield; for example, 0.34 means a 34% yield). (1) The reactants are [CH2:1]([N:4]1[CH2:7][CH:6]([C:8]2[CH:13]=[CH:12][C:11]([NH2:14])=[CH:10][CH:9]=2)[CH2:5]1)[CH2:2][CH3:3].[F:15][CH2:16][C@H:17]([C:19]1[CH:24]=[CH:23][C:22]([S:25](Cl)(=[O:27])=[O:26])=[CH:21][CH:20]=1)[CH3:18]. The catalyst is C(Cl)Cl.N1C=CC=CC=1. The product is [F:15][CH2:16][C@H:17]([C:19]1[CH:24]=[CH:23][C:22]([S:25]([NH:14][C:11]2[CH:10]=[CH:9][C:8]([CH:6]3[CH2:5][N:4]([CH2:1][CH2:2][CH3:3])[CH2:7]3)=[CH:13][CH:12]=2)(=[O:27])=[O:26])=[CH:21][CH:20]=1)[CH3:18]. The yield is 0.220. (2) The reactants are Cl.[Si]([O:9][C:10]1([CH2:16][CH2:17][CH2:18][N:19]2[C:31]3[C:30]4[CH:29]=[CH:28][CH:27]=[CH:26][C:25]=4[N:24]=[CH:23][C:22]=3[N:21]=[C:20]2[CH2:32][O:33][CH2:34][CH3:35])[CH2:15][CH2:14][CH2:13][CH2:12][CH2:11]1)(C(C)(C)C)(C)C. The yield is 0.980. The catalyst is CO. The product is [CH2:34]([O:33][CH2:32][C:20]1[N:19]([CH2:18][CH2:17][CH2:16][C:10]2([OH:9])[CH2:11][CH2:12][CH2:13][CH2:14][CH2:15]2)[C:31]2[C:30]3[CH:29]=[CH:28][CH:27]=[CH:26][C:25]=3[N:24]=[CH:23][C:22]=2[N:21]=1)[CH3:35].